Dataset: Full USPTO retrosynthesis dataset with 1.9M reactions from patents (1976-2016). Task: Predict the reactants needed to synthesize the given product. Given the product [F:29][CH:27]([F:28])[C:25]1[CH:24]=[C:23]([C:30]2[CH:31]=[N:32][C:33]([C:36]([F:37])([F:39])[F:38])=[CH:34][CH:35]=2)[N:22]=[C:21]([C:19]2[CH:18]=[CH:17][N:16]=[C:15]([C:11]3[CH:10]=[C:9]([S:6]([NH2:5])(=[O:7])=[O:8])[CH:14]=[CH:13][CH:12]=3)[CH:20]=2)[N:26]=1, predict the reactants needed to synthesize it. The reactants are: C([NH:5][S:6]([C:9]1[CH:14]=[CH:13][CH:12]=[C:11]([C:15]2[CH:20]=[C:19]([C:21]3[N:26]=[C:25]([CH:27]([F:29])[F:28])[CH:24]=[C:23]([C:30]4[CH:31]=[N:32][C:33]([C:36]([F:39])([F:38])[F:37])=[CH:34][CH:35]=4)[N:22]=3)[CH:18]=[CH:17][N:16]=2)[CH:10]=1)(=[O:8])=[O:7])(C)(C)C.C(O)(C(F)(F)F)=O.